From a dataset of Forward reaction prediction with 1.9M reactions from USPTO patents (1976-2016). Predict the product of the given reaction. Given the reactants [NH2:1][C:2]1[CH:11]=[CH:10][C:5]2[NH:6][C:7](=[O:9])[O:8][C:4]=2[CH:3]=1.[F:12][C:13]1[CH:30]=[CH:29][C:16]([CH2:17][CH:18]2[CH2:23][CH2:22][N:21]([C:24](=[O:28])[C:25]([OH:27])=[O:26])[CH2:20][CH2:19]2)=[CH:15][CH:14]=1.F[P-](F)(F)(F)(F)F.N1(OC(N(C)C)=[N+](C)C)C2C=CC=CC=2N=N1.C(N(CC)CC)C.C([O-])(O)=O.[Na+], predict the reaction product. The product is: [OH2:8].[OH2:26].[F:12][C:13]1[CH:14]=[CH:15][C:16]([CH2:17][CH:18]2[CH2:19][CH2:20][N:21]([C:24](=[O:28])[C:25]([NH:1][C:2]3[CH:11]=[CH:10][C:5]4[NH:6][C:7](=[O:9])[O:8][C:4]=4[CH:3]=3)=[O:27])[CH2:22][CH2:23]2)=[CH:29][CH:30]=1.